This data is from NCI-60 drug combinations with 297,098 pairs across 59 cell lines. The task is: Regression. Given two drug SMILES strings and cell line genomic features, predict the synergy score measuring deviation from expected non-interaction effect. (1) Drug 1: CC1CCC2CC(C(=CC=CC=CC(CC(C(=O)C(C(C(=CC(C(=O)CC(OC(=O)C3CCCCN3C(=O)C(=O)C1(O2)O)C(C)CC4CCC(C(C4)OC)O)C)C)O)OC)C)C)C)OC. Drug 2: CCCCC(=O)OCC(=O)C1(CC(C2=C(C1)C(=C3C(=C2O)C(=O)C4=C(C3=O)C=CC=C4OC)O)OC5CC(C(C(O5)C)O)NC(=O)C(F)(F)F)O. Cell line: PC-3. Synergy scores: CSS=38.7, Synergy_ZIP=-0.700, Synergy_Bliss=-2.60, Synergy_Loewe=-3.65, Synergy_HSA=-2.93. (2) Drug 1: CN1C(=O)N2C=NC(=C2N=N1)C(=O)N. Drug 2: C1=NNC2=C1C(=O)NC=N2. Cell line: CCRF-CEM. Synergy scores: CSS=1.49, Synergy_ZIP=-1.83, Synergy_Bliss=-3.52, Synergy_Loewe=-8.38, Synergy_HSA=-5.03. (3) Drug 1: CC1=C(N=C(N=C1N)C(CC(=O)N)NCC(C(=O)N)N)C(=O)NC(C(C2=CN=CN2)OC3C(C(C(C(O3)CO)O)O)OC4C(C(C(C(O4)CO)O)OC(=O)N)O)C(=O)NC(C)C(C(C)C(=O)NC(C(C)O)C(=O)NCCC5=NC(=CS5)C6=NC(=CS6)C(=O)NCCC[S+](C)C)O. Drug 2: CN(CCCl)CCCl.Cl. Synergy scores: CSS=37.2, Synergy_ZIP=-3.14, Synergy_Bliss=-1.32, Synergy_Loewe=0.544, Synergy_HSA=2.59. Cell line: COLO 205. (4) Drug 1: C1CN1C2=NC(=NC(=N2)N3CC3)N4CC4. Drug 2: C1CN(CCN1C(=O)CCBr)C(=O)CCBr. Cell line: A498. Synergy scores: CSS=14.0, Synergy_ZIP=-4.89, Synergy_Bliss=-0.283, Synergy_Loewe=-0.495, Synergy_HSA=0.293.